Dataset: Catalyst prediction with 721,799 reactions and 888 catalyst types from USPTO. Task: Predict which catalyst facilitates the given reaction. (1) Reactant: [NH2:1][C:2]1[CH:3]=[C:4]([N:13]2[C:17](=[O:18])[C:16]([CH3:20])([CH3:19])[NH:15][C:14]2=[O:21])[CH:5]=[CH:6][C:7]=1[S:8][C:9]([F:12])([F:11])[F:10].[H-].[Na+].[Cl:24][C:25]1[CH:30]=[C:29]([CH2:31]Cl)[CH:28]=[CH:27][N:26]=1. Product: [NH2:1][C:2]1[CH:3]=[C:4]([N:13]2[C:17](=[O:18])[C:16]([CH3:19])([CH3:20])[N:15]([CH2:31][C:29]3[CH:28]=[CH:27][N:26]=[C:25]([Cl:24])[CH:30]=3)[C:14]2=[O:21])[CH:5]=[CH:6][C:7]=1[S:8][C:9]([F:12])([F:10])[F:11]. The catalyst class is: 9. (2) Reactant: [C:1]([O:5][C:6]([N:8]1[C:16]2[C:11](=[CH:12][C:13]([OH:17])=[CH:14][CH:15]=2)[CH2:10][CH2:9]1)=[O:7])([CH3:4])([CH3:3])[CH3:2].[F:18][C:19]([F:33])([F:32])[C:20]1[CH:25]=[CH:24][C:23]([CH2:26]Cl)=[CH:22][C:21]=1[C:28]([F:31])([F:30])[F:29].C(=O)([O-])[O-].[K+].[K+]. Product: [C:1]([O:5][C:6]([N:8]1[C:16]2[C:11](=[CH:12][C:13]([O:17][CH2:26][C:23]3[CH:24]=[CH:25][C:20]([C:19]([F:33])([F:32])[F:18])=[C:21]([C:28]([F:29])([F:30])[F:31])[CH:22]=3)=[CH:14][CH:15]=2)[CH2:10][CH2:9]1)=[O:7])([CH3:4])([CH3:2])[CH3:3]. The catalyst class is: 3. (3) Reactant: [CH3:1][O:2][C:3]([C:5]1[C:6]([NH2:14])=[CH:7][CH:8]=[C:9]2[C:13]=1[NH:12][N:11]=[CH:10]2)=[O:4].[I:15]N1C(=O)CCC1=O. The catalyst class is: 10. Product: [CH3:1][O:2][C:3]([C:5]1[C:6]([NH2:14])=[C:7]([I:15])[CH:8]=[C:9]2[C:13]=1[NH:12][N:11]=[CH:10]2)=[O:4]. (4) Reactant: [N:1]1[CH:6]=[CH:5][C:4]([C:7]2[CH:8]=[C:9]3[C:13](=[CH:14][CH:15]=2)[NH:12][CH:11]=[CH:10]3)=[CH:3][CH:2]=1.[Br:16][CH2:17][CH2:18][C@H:19]1[C:27]2[C:22](=[CH:23][CH:24]=[CH:25][CH:26]=2)[N:21]([C:28](=[O:30])[CH3:29])[CH2:20]1.O1CCOCC1.O1CCCC1. Product: [Br-:16].[C:28]([N:21]1[C:22]2[C:27](=[CH:26][CH:25]=[CH:24][CH:23]=2)[C@H:19]([CH2:18][CH2:17][N+:1]2[CH:6]=[CH:5][C:4]([C:7]3[CH:8]=[C:9]4[C:13](=[CH:14][CH:15]=3)[NH:12][CH:11]=[CH:10]4)=[CH:3][CH:2]=2)[CH2:20]1)(=[O:30])[CH3:29]. The catalyst class is: 5. (5) Reactant: [CH3:1][O:2][CH:3]([O:14][CH3:15])[C:4]1[CH:9]=[CH:8][C:7]([CH:10]=O)=[CH:6][C:5]=1[O:12][CH3:13].P(=O)([O-])OC(CC)(CC)[C:19]1[CH:24]=[CH:23][C:22]([C:25](=O)NOC(C)(C)C)=[CH:21][CH:20]=1.[CH3:39][C:40]([CH3:43])([O-:42])[CH3:41].[K+].C([N:47]([CH2:50]C)CC)C.C1C[O:55]CC1. Product: [CH3:1][O:2][CH:3]([O:14][CH3:15])[C:4]1[CH:9]=[CH:8][C:7](/[CH:10]=[CH:25]/[C:22]2[CH:21]=[CH:20][C:19]([NH:47][C:50](=[O:55])[O:42][C:40]([CH3:43])([CH3:41])[CH3:39])=[CH:24][CH:23]=2)=[CH:6][C:5]=1[O:12][CH3:13]. The catalyst class is: 13. (6) Reactant: Cl.[NH2:2][CH:3]([C:5]1[CH:10]=[CH:9][C:8]([C:11]([CH3:15])([CH3:14])[C:12]#[N:13])=[C:7]([F:16])[CH:6]=1)[CH3:4].[C:17]([C:19]1[C:24]2[N:25]([CH2:28][C:29](O)=[O:30])[CH:26]=[N:27][C:23]=2[CH:22]=[CH:21][CH:20]=1)#[N:18].CN(C(ON1N=NC2C=CC=NC1=2)=[N+](C)C)C.F[P-](F)(F)(F)(F)F. Product: [C:17]([C:19]1[C:24]2[N:25]([CH2:28][C:29]([NH:2][CH:3]([C:5]3[CH:10]=[CH:9][C:8]([C:11]([C:12]#[N:13])([CH3:15])[CH3:14])=[C:7]([F:16])[CH:6]=3)[CH3:4])=[O:30])[CH:26]=[N:27][C:23]=2[CH:22]=[CH:21][CH:20]=1)#[N:18]. The catalyst class is: 241. (7) Reactant: [Cl:1][C:2]1[CH:7]=[CH:6][CH:5]=[C:4]([Cl:8])[C:3]=1[NH:9][C:10]([NH:12][C:13]1[S:14][C:15]([C:25]2[CH:30]=[CH:29][C:28]([O:31][CH3:32])=[CH:27][CH:26]=2)=[CH:16][C:17]=1[C:18]([O:20]C(C)(C)C)=[O:19])=[O:11].C(O)(C(F)(F)F)=O. Product: [Cl:1][C:2]1[CH:7]=[CH:6][CH:5]=[C:4]([Cl:8])[C:3]=1[NH:9][C:10]([NH:12][C:13]1[S:14][C:15]([C:25]2[CH:26]=[CH:27][C:28]([O:31][CH3:32])=[CH:29][CH:30]=2)=[CH:16][C:17]=1[C:18]([OH:20])=[O:19])=[O:11]. The catalyst class is: 22. (8) Reactant: N1C=CC=CC=1.[C:7](Cl)(=[O:9])[CH3:8].[Cl:11][C:12]1[CH:13]=[CH:14][C:15]2[N:21]([CH2:22][C:23]([CH3:27])([CH3:26])[CH2:24][OH:25])[C:20](=[O:28])[C@@H:19]([CH2:29][C:30]([NH:32][C@@H:33]([C:38]([OH:40])=[O:39])[CH2:34][CH:35]([CH3:37])[CH3:36])=[O:31])[O:18][C@H:17]([C:41]3[CH:46]=[CH:45][CH:44]=[C:43]([O:47][CH3:48])[C:42]=3[O:49][CH3:50])[C:16]=2[CH:51]=1.O. Product: [C:7]([O:25][CH2:24][C:23]([CH3:26])([CH3:27])[CH2:22][N:21]1[C:15]2[CH:14]=[CH:13][C:12]([Cl:11])=[CH:51][C:16]=2[C@@H:17]([C:41]2[CH:46]=[CH:45][CH:44]=[C:43]([O:47][CH3:48])[C:42]=2[O:49][CH3:50])[O:18][C@H:19]([CH2:29][C:30]([NH:32][C@@H:33]([C:38]([OH:40])=[O:39])[CH2:34][CH:35]([CH3:37])[CH3:36])=[O:31])[C:20]1=[O:28])(=[O:9])[CH3:8]. The catalyst class is: 13.